Dataset: Forward reaction prediction with 1.9M reactions from USPTO patents (1976-2016). Task: Predict the product of the given reaction. (1) Given the reactants C(O[C:4]([C:6]1[C:15](=[O:16])[C:14]2[C:9](=[CH:10][C:11]([C:17]3[CH:22]=[CH:21][C:20]([NH2:23])=[CH:19][CH:18]=3)=[CH:12][CH:13]=2)[N:8]([CH2:24][CH3:25])[C:7]=1SC)=[O:5])C.[NH2:28][CH2:29][CH2:30][N:31]1[CH2:35][CH2:34][CH2:33][CH2:32]1, predict the reaction product. The product is: [N:31]1([CH2:30][CH2:29][NH:28][C:4]([C:6]2[C:15](=[O:16])[C:14]3[C:9](=[CH:10][C:11]([C:17]4[CH:22]=[CH:21][C:20]([NH2:23])=[CH:19][CH:18]=4)=[CH:12][CH:13]=3)[N:8]([CH2:24][CH3:25])[C:7]=2[NH:28][CH2:29][CH2:30][N:31]2[CH2:35][CH2:34][CH2:33][CH2:32]2)=[O:5])[CH2:35][CH2:34][CH2:33][CH2:32]1. (2) Given the reactants [NH2:1][C:2]1[N:6]([C:7]2[CH:8]=[C:9]([CH:16]=[CH:17][C:18]=2[CH3:19])[C:10]([NH:12][CH:13]2[CH2:15][CH2:14]2)=[O:11])[N:5]=[CH:4][C:3]=1[C:20](=[O:31])[C:21]1[CH:26]=[CH:25][CH:24]=[C:23]([O:27][CH2:28][CH2:29]Br)[CH:22]=1.[Cl:32][C:33]1[CH:38]=[CH:37][C:36]([OH:39])=[CH:35][CH:34]=1.C([O-])([O-])=O.[K+].[K+], predict the reaction product. The product is: [NH2:1][C:2]1[N:6]([C:7]2[CH:8]=[C:9]([CH:16]=[CH:17][C:18]=2[CH3:19])[C:10]([NH:12][CH:13]2[CH2:15][CH2:14]2)=[O:11])[N:5]=[CH:4][C:3]=1[C:20](=[O:31])[C:21]1[CH:26]=[CH:25][CH:24]=[C:23]([O:27][CH2:28][CH2:29][O:39][C:36]2[CH:37]=[CH:38][C:33]([Cl:32])=[CH:34][CH:35]=2)[CH:22]=1.